Dataset: Peptide-MHC class I binding affinity with 185,985 pairs from IEDB/IMGT. Task: Regression. Given a peptide amino acid sequence and an MHC pseudo amino acid sequence, predict their binding affinity value. This is MHC class I binding data. (1) The peptide sequence is VSFIEFVGW. The MHC is Patr-B0101 with pseudo-sequence Patr-B0101. The binding affinity (normalized) is 0.0889. (2) The peptide sequence is NTKSDIDVI. The MHC is HLA-A68:02 with pseudo-sequence HLA-A68:02. The binding affinity (normalized) is 0.391.